This data is from Reaction yield outcomes from USPTO patents with 853,638 reactions. The task is: Predict the reaction yield, written as a fraction of the theoretical maximum amount of product (1.0 means a 100% yield; for example, 0.34 means a 34% yield). The reactants are C(=O)([O-])[O-:2].[Cs+].[Cs+].[CH3:7][O:8][C:9]1[C@@:10]2([CH2:30][CH:31]=[C:32]([CH3:34])[CH3:33])[CH2:16][CH:14]3[O:15][C@@:11]2([O:28][CH3:29])[C@H:12]([CH2:26][CH:27]=1)[C@@:13]3([CH2:18][CH2:19][CH2:20][C:21]([O:24][CH3:25])([CH3:23])[CH3:22])[CH3:17].CCCCCCCCC.C(OO)(C)(C)C.O=O.FC(F)(F)C(OC1C(OC(=O)C(F)(F)F)=C(I)C=CC=1)=O. The catalyst is CCOC(C)=O.CCCCCC. The product is [CH3:7][O:8][C:9]1[C@@:10]2([CH2:30][CH:31]=[C:32]([CH3:34])[CH3:33])[CH2:16][CH:14]3[O:15][C@@:11]2([O:28][CH3:29])[C@H:12]([C:26](=[O:2])[CH:27]=1)[C@@:13]3([CH2:18][CH2:19][CH2:20][C:21]([O:24][CH3:25])([CH3:22])[CH3:23])[CH3:17]. The yield is 0.290.